Dataset: Forward reaction prediction with 1.9M reactions from USPTO patents (1976-2016). Task: Predict the product of the given reaction. (1) Given the reactants [NH2:1][C:2]1[S:3][C:4]([CH2:11][CH3:12])=[CH:5][C:6]=1[C:7]([O:9]C)=O.[N:13]([CH2:16][C:17]1[CH:22]=[CH:21][CH:20]=[CH:19][CH:18]=1)=[C:14]=[O:15].[H-].[Na+].Cl, predict the reaction product. The product is: [CH2:16]([N:13]1[C:7](=[O:9])[C:6]2[CH:5]=[C:4]([CH2:11][CH3:12])[S:3][C:2]=2[NH:1][C:14]1=[O:15])[C:17]1[CH:22]=[CH:21][CH:20]=[CH:19][CH:18]=1. (2) Given the reactants [CH3:1][O:2][C:3]1[CH:22]=[CH:21][C:6]([CH2:7][N:8]2[C:16]3[C:11](=[CH:12][CH:13]=[CH:14][CH:15]=3)[C:10]([C:17]([O:19]C)=[O:18])=[N:9]2)=[CH:5][CH:4]=1.[OH-].[Na+], predict the reaction product. The product is: [CH3:1][O:2][C:3]1[CH:4]=[CH:5][C:6]([CH2:7][N:8]2[C:16]3[C:11](=[CH:12][CH:13]=[CH:14][CH:15]=3)[C:10]([C:17]([OH:19])=[O:18])=[N:9]2)=[CH:21][CH:22]=1. (3) Given the reactants C([O:5][C:6](=[O:55])[CH2:7][NH:8][CH2:9][C@@H:10]([O:47][Si](C(C)(C)C)(C)C)[CH2:11][O:12][C:13]1[CH:14]=[CH:15][C:16]([Cl:46])=[C:17]([C:19]2[N:24]=[C:23]([NH:25][CH2:26][C@H:27]3[CH2:32][O:31][CH2:30][CH2:29][N:28]3[C:33]([O:35][CH2:36][CH3:37])=[O:34])[C:22]([CH3:38])=[C:21]([C:39]3[C:40]([CH3:45])=[N:41][O:42][C:43]=3[CH3:44])[N:20]=2)[CH:18]=1)(C)(C)C, predict the reaction product. The product is: [Cl:46][C:16]1[CH:15]=[CH:14][C:13]([O:12][CH2:11][C@H:10]([OH:47])[CH2:9][NH:8][CH3:7])=[CH:18][C:17]=1[C:19]1[N:24]=[C:23]([NH:25][CH2:26][C@@H:27]2[CH2:32][O:31][CH2:30][CH2:29][N:28]2[C:33]([O:35][CH2:36][CH3:37])=[O:34])[C:22]([CH3:38])=[C:21]([C:39]2[C:40]([CH3:45])=[N:41][O:42][C:43]=2[CH3:44])[N:20]=1.[CH:6]([OH:55])=[O:5]. (4) Given the reactants [NH2:1][C:2]1[N:3]=[C:4]([Cl:19])[C:5]2[CH2:10][C:9](=[O:11])[N:8]([CH2:12][C:13]3[CH:18]=[CH:17][N:16]=[CH:15][CH:14]=3)[C:6]=2[N:7]=1.[CH:20]([C:22]1[NH:26][CH:25]=[C:24]([C:27]([OH:29])=[O:28])[CH:23]=1)=O.N1CCCCC1, predict the reaction product. The product is: [NH2:1][C:2]1[N:3]=[C:4]([Cl:19])[C:5]2=[C:6]([N:8]([CH2:12][C:13]3[CH:18]=[CH:17][N:16]=[CH:15][CH:14]=3)[C:9](=[O:11])/[C:10]/2=[CH:20]\[C:22]2[NH:26][CH:25]=[C:24]([C:27]([OH:29])=[O:28])[CH:23]=2)[N:7]=1. (5) Given the reactants [C:1]([O:5][C:6]([N:8]1[CH:12]([CH2:13][C:14]2[CH:19]=[CH:18][C:17]([C:20]3[CH:25]=[CH:24][CH:23]=[CH:22][CH:21]=3)=[CH:16][CH:15]=2)[CH2:11][CH:10]([CH2:26][OH:27])[C:9]1=[O:28])=[O:7])([CH3:4])([CH3:3])[CH3:2].C(Cl)(Cl)Cl.C(N(CC)CC)C.[C:40]1([CH3:60])[CH:45]=[CH:44][C:43]([S:46](O[S:46]([C:43]2[CH:44]=[CH:45][C:40]([CH3:60])=[CH:41][CH:42]=2)(=[O:48])=[O:47])(=[O:48])=[O:47])=[CH:42][CH:41]=1, predict the reaction product. The product is: [C:1]([O:5][C:6]([N:8]1[C@H:12]([CH2:13][C:14]2[CH:15]=[CH:16][C:17]([C:20]3[CH:21]=[CH:22][CH:23]=[CH:24][CH:25]=3)=[CH:18][CH:19]=2)[CH2:11][CH:10]([CH2:26][O:27][S:46]([C:43]2[CH:44]=[CH:45][C:40]([CH3:60])=[CH:41][CH:42]=2)(=[O:48])=[O:47])[C:9]1=[O:28])=[O:7])([CH3:3])([CH3:2])[CH3:4].[C:1]([O:5][C:6]([N:8]1[C@H:12]([CH2:13][C:14]2[CH:15]=[CH:16][C:17]([C:20]3[CH:21]=[CH:22][CH:23]=[CH:24][CH:25]=3)=[CH:18][CH:19]=2)[CH2:11][C:10](=[CH2:26])[C:9]1=[O:28])=[O:7])([CH3:4])([CH3:3])[CH3:2].